This data is from Catalyst prediction with 721,799 reactions and 888 catalyst types from USPTO. The task is: Predict which catalyst facilitates the given reaction. (1) Reactant: [Cl:1][C:2]1[CH:3]=[C:4]([C@@H:8]([OH:27])[CH2:9][N:10]([CH2:18][CH2:19][C:20]2[CH:25]=[CH:24][C:23]([OH:26])=[CH:22][CH:21]=2)[C:11](=[O:17])[O:12][C:13]([CH3:16])([CH3:15])[CH3:14])[CH:5]=[CH:6][CH:7]=1.[CH3:28][O:29][C:30]([C:32]1[CH:37]=[CH:36][C:35](B(O)O)=[CH:34][CH:33]=1)=[O:31].C(N(CC)CC)C. Product: [C:13]([O:12][C:11]([N:10]([CH2:9][C@@H:8]([C:4]1[CH:5]=[CH:6][CH:7]=[C:2]([Cl:1])[CH:3]=1)[OH:27])[CH2:18][CH2:19][C:20]1[CH:25]=[CH:24][C:23]([O:26][C:35]2[CH:36]=[CH:37][C:32]([C:30]([O:29][CH3:28])=[O:31])=[CH:33][CH:34]=2)=[CH:22][CH:21]=1)=[O:17])([CH3:16])([CH3:14])[CH3:15]. The catalyst class is: 221. (2) Reactant: [Cl:1][C:2]1[CH:7]=[CH:6][C:5]([C:8]2([CH:14](C#N)[C:15]([O:17]CC)=[O:16])[CH2:13][CH2:12][O:11][CH2:10][CH2:9]2)=[CH:4][CH:3]=1.[OH-].[K+]. Product: [Cl:1][C:2]1[CH:7]=[CH:6][C:5]([C:8]2([CH2:14][C:15]([OH:17])=[O:16])[CH2:9][CH2:10][O:11][CH2:12][CH2:13]2)=[CH:4][CH:3]=1. The catalyst class is: 746.